This data is from NCI-60 drug combinations with 297,098 pairs across 59 cell lines. The task is: Regression. Given two drug SMILES strings and cell line genomic features, predict the synergy score measuring deviation from expected non-interaction effect. Drug 1: CN(C)C1=NC(=NC(=N1)N(C)C)N(C)C. Drug 2: C1=CC=C(C(=C1)C(C2=CC=C(C=C2)Cl)C(Cl)Cl)Cl. Cell line: ACHN. Synergy scores: CSS=-5.58, Synergy_ZIP=1.99, Synergy_Bliss=-3.07, Synergy_Loewe=-6.58, Synergy_HSA=-7.15.